Dataset: Forward reaction prediction with 1.9M reactions from USPTO patents (1976-2016). Task: Predict the product of the given reaction. (1) Given the reactants I[CH2:2][C:3]1[CH:4]=[C:5]([NH:9][C:10](=[O:16])[O:11][C:12]([CH3:15])([CH3:14])[CH3:13])[CH:6]=[CH:7][CH:8]=1.[Cl:17][C:18]1[C:23]([O:24][CH3:25])=[CH:22][C:21]([O:26][CH3:27])=[C:20]([Cl:28])[C:19]=1[C:29]1[C:40](=[O:41])[NH:39][C:32]2[N:33]=[C:34]([S:37][CH3:38])[N:35]=[CH:36][C:31]=2[CH:30]=1.C(=O)([O-])[O-].[K+].[K+], predict the reaction product. The product is: [Cl:17][C:18]1[C:23]([O:24][CH3:25])=[CH:22][C:21]([O:26][CH3:27])=[C:20]([Cl:28])[C:19]=1[C:29]1[C:40](=[O:41])[N:39]([CH2:2][C:3]2[CH:4]=[C:5]([NH:9][C:10](=[O:16])[O:11][C:12]([CH3:15])([CH3:14])[CH3:13])[CH:6]=[CH:7][CH:8]=2)[C:32]2[N:33]=[C:34]([S:37][CH3:38])[N:35]=[CH:36][C:31]=2[CH:30]=1. (2) Given the reactants [C:1]([O:5][C:6](=[O:39])[NH:7][C:8]1([C:12]2[CH:17]=[CH:16][C:15]([C:18]3[C:19]([C:33]4[CH:38]=[CH:37][CH:36]=[CH:35][CH:34]=4)=[CH:20][C:21]4[N:26]([CH2:27][CH2:28]C#N)[C:25](=[O:31])[CH2:24][O:23][C:22]=4[N:32]=3)=[CH:14][CH:13]=2)[CH2:11][CH2:10][CH2:9]1)([CH3:4])([CH3:3])[CH3:2].O=C1COC2N=C(C3C=CC(C4(NC(=O)OC(C)(C)C)CCC4)=CC=3)C(C3C=CC=CC=3)=CC=2N1.[F:75]CCI, predict the reaction product. The product is: [C:1]([O:5][C:6](=[O:39])[NH:7][C:8]1([C:12]2[CH:17]=[CH:16][C:15]([C:18]3[C:19]([C:33]4[CH:38]=[CH:37][CH:36]=[CH:35][CH:34]=4)=[CH:20][C:21]4[N:26]([CH2:27][CH2:28][F:75])[C:25](=[O:31])[CH2:24][O:23][C:22]=4[N:32]=3)=[CH:14][CH:13]=2)[CH2:11][CH2:10][CH2:9]1)([CH3:4])([CH3:3])[CH3:2]. (3) The product is: [F:26][C:21]([F:27])([C:22]([F:25])([F:24])[F:23])[CH2:20][N:4]1[CH2:5][CH2:6][N:1]([C:7]([O:9][C:10]([CH3:13])([CH3:12])[CH3:11])=[O:8])[CH2:2][CH2:3]1. Given the reactants [N:1]1([C:7]([O:9][C:10]([CH3:13])([CH3:12])[CH3:11])=[O:8])[CH2:6][CH2:5][NH:4][CH2:3][CH2:2]1.FC(F)(F)S(O[CH2:20][C:21]([F:27])([F:26])[C:22]([F:25])([F:24])[F:23])(=O)=O.C(N(CC)CC)C, predict the reaction product. (4) Given the reactants [Cl:1][C:2]1[CH:7]=[C:6]([Cl:8])[CH:5]=[CH:4][C:3]=1[C:9]1[O:10][C:11]2[CH:17]=[CH:16][C:15]([OH:18])=[CH:14][C:12]=2[N:13]=1.[CH2:19]([C@H:21]1[O:23][CH2:22]1)Cl.C(=O)([O-])[O-].[K+].[K+], predict the reaction product. The product is: [Cl:1][C:2]1[CH:7]=[C:6]([Cl:8])[CH:5]=[CH:4][C:3]=1[C:9]1[O:10][C:11]2[CH:17]=[CH:16][C:15]([O:18][CH2:19][CH:21]3[CH2:22][O:23]3)=[CH:14][C:12]=2[N:13]=1. (5) Given the reactants C(OC(=O)[NH:7][CH2:8][CH2:9][NH:10][C:11](=[O:49])[C:12]1[CH:17]=[CH:16][CH:15]=[C:14]([N:18]2[C:23]3[N:24]=[CH:25][C:26]([F:28])=[CH:27][C:22]=3[C:21](=[O:29])[N:20]([C@H:30]3[CH2:35][CH2:34][C@@H:33]([NH:36][C:37]([C:39]4[N:40]=[C:41]5[CH:46]=[CH:45][CH:44]=[CH:43][N:42]5[CH:47]=4)=[O:38])[CH2:32][CH2:31]3)[C:19]2=[O:48])[CH:13]=1)(C)(C)C.Cl, predict the reaction product. The product is: [NH2:7][CH2:8][CH2:9][NH:10][C:11]([C:12]1[CH:13]=[C:14]([N:18]2[C:23]3[N:24]=[CH:25][C:26]([F:28])=[CH:27][C:22]=3[C:21](=[O:29])[N:20]([C@@H:30]3[CH2:35][CH2:34][C@H:33]([NH:36][C:37]([C:39]4[N:40]=[C:41]5[CH:46]=[CH:45][CH:44]=[CH:43][N:42]5[CH:47]=4)=[O:38])[CH2:32][CH2:31]3)[C:19]2=[O:48])[CH:15]=[CH:16][CH:17]=1)=[O:49].